Dataset: NCI-60 drug combinations with 297,098 pairs across 59 cell lines. Task: Regression. Given two drug SMILES strings and cell line genomic features, predict the synergy score measuring deviation from expected non-interaction effect. (1) Drug 1: CC(CN1CC(=O)NC(=O)C1)N2CC(=O)NC(=O)C2. Drug 2: C1C(C(OC1N2C=C(C(=O)NC2=O)F)CO)O. Cell line: TK-10. Synergy scores: CSS=55.9, Synergy_ZIP=4.20, Synergy_Bliss=4.86, Synergy_Loewe=-20.8, Synergy_HSA=8.47. (2) Drug 1: CC(CN1CC(=O)NC(=O)C1)N2CC(=O)NC(=O)C2. Drug 2: C1=NC2=C(N=C(N=C2N1C3C(C(C(O3)CO)O)F)Cl)N. Cell line: DU-145. Synergy scores: CSS=18.6, Synergy_ZIP=-6.11, Synergy_Bliss=-2.51, Synergy_Loewe=-18.8, Synergy_HSA=-0.459. (3) Drug 1: CC(CN1CC(=O)NC(=O)C1)N2CC(=O)NC(=O)C2. Drug 2: CS(=O)(=O)OCCCCOS(=O)(=O)C. Cell line: KM12. Synergy scores: CSS=27.8, Synergy_ZIP=-0.188, Synergy_Bliss=4.12, Synergy_Loewe=9.38, Synergy_HSA=10.4. (4) Drug 1: CC1C(C(CC(O1)OC2CC(CC3=C2C(=C4C(=C3O)C(=O)C5=C(C4=O)C(=CC=C5)OC)O)(C(=O)C)O)N)O.Cl. Drug 2: C1C(C(OC1N2C=NC(=NC2=O)N)CO)O. Cell line: HOP-92. Synergy scores: CSS=29.0, Synergy_ZIP=-4.64, Synergy_Bliss=3.10, Synergy_Loewe=-1.89, Synergy_HSA=5.57. (5) Drug 1: CN1CCC(CC1)COC2=C(C=C3C(=C2)N=CN=C3NC4=C(C=C(C=C4)Br)F)OC. Drug 2: COC1=C2C(=CC3=C1OC=C3)C=CC(=O)O2. Cell line: SK-MEL-5. Synergy scores: CSS=1.21, Synergy_ZIP=8.84, Synergy_Bliss=5.54, Synergy_Loewe=1.60, Synergy_HSA=0.517. (6) Drug 1: C1CC(=O)NC(=O)C1N2CC3=C(C2=O)C=CC=C3N. Drug 2: CCC1(CC2CC(C3=C(CCN(C2)C1)C4=CC=CC=C4N3)(C5=C(C=C6C(=C5)C78CCN9C7C(C=CC9)(C(C(C8N6C)(C(=O)OC)O)OC(=O)C)CC)OC)C(=O)OC)O.OS(=O)(=O)O. Cell line: UACC62. Synergy scores: CSS=10.3, Synergy_ZIP=-3.38, Synergy_Bliss=-7.54, Synergy_Loewe=-6.36, Synergy_HSA=-6.35.